This data is from Catalyst prediction with 721,799 reactions and 888 catalyst types from USPTO. The task is: Predict which catalyst facilitates the given reaction. (1) Reactant: [O:1]1[CH2:6][CH2:5][N:4]([C:7]2[CH:15]=[C:14]3[C:10]([C:11](=[O:25])[C:12](=[O:24])[N:13]3[CH2:16][C:17]([O:19]C(C)(C)C)=[O:18])=[CH:9][CH:8]=2)[CH2:3][CH2:2]1.C(O)(C(F)(F)F)=O. Product: [O:1]1[CH2:6][CH2:5][N:4]([C:7]2[CH:15]=[C:14]3[C:10]([C:11](=[O:25])[C:12](=[O:24])[N:13]3[CH2:16][C:17]([OH:19])=[O:18])=[CH:9][CH:8]=2)[CH2:3][CH2:2]1. The catalyst class is: 2. (2) Reactant: [NH2:1][C:2]1[N:7]=[CH:6][C:5]([CH2:8][CH:9]([C:15]2[N:16]=[CH:17][NH:18][CH:19]=2)[C:10]([O:12][CH2:13][CH3:14])=[O:11])=[CH:4][CH:3]=1.[H-].[Na+].Br[CH2:23][CH2:24][CH:25]1[CH2:30][CH2:29][N:28]([C:31](=[O:45])[CH:32]([C:39]2[CH:44]=[CH:43][CH:42]=[CH:41][CH:40]=2)[C:33]2[CH:38]=[CH:37][CH:36]=[CH:35][CH:34]=2)[CH2:27][CH2:26]1. Product: [NH2:1][C:2]1[N:7]=[CH:6][C:5]([CH2:8][CH:9]([C:15]2[N:16]=[CH:17][N:18]([CH2:23][CH2:24][CH:25]3[CH2:30][CH2:29][N:28]([C:31](=[O:45])[CH:32]([C:39]4[CH:40]=[CH:41][CH:42]=[CH:43][CH:44]=4)[C:33]4[CH:34]=[CH:35][CH:36]=[CH:37][CH:38]=4)[CH2:27][CH2:26]3)[CH:19]=2)[C:10]([O:12][CH2:13][CH3:14])=[O:11])=[CH:4][CH:3]=1. The catalyst class is: 3. (3) Reactant: [CH3:1][CH2:2][CH:3]1[S:8][C:7]2([CH2:13][CH2:12][N:11]([CH3:14])[CH2:10][CH2:9]2)[NH:6][C:4]1=O.COC1C=CC(P2(SP(C3C=CC(OC)=CC=3)(=S)S2)=[S:24])=CC=1. Product: [CH2:2]([CH:3]1[C:4](=[S:24])[NH:6][C:7]2([CH2:13][CH2:12][N:11]([CH3:14])[CH2:10][CH2:9]2)[S:8]1)[CH3:1]. The catalyst class is: 10. (4) Reactant: CCN(C(C)C)C(C)C.[C:10]1([C:16]2[NH:20][N:19]=[C:18]([C:21]([NH:23][CH2:24][C:25]([OH:27])=O)=[O:22])[CH:17]=2)[CH:15]=[CH:14][CH:13]=[CH:12][CH:11]=1.C1C=CC2N(O)N=NC=2C=1.CCN=C=NCCCN(C)C.[C:49]([O:53][C:54]([N:56]1[CH2:61][CH:60]2[CH2:62][CH:57]1[CH2:58][NH:59]2)=[O:55])([CH3:52])([CH3:51])[CH3:50]. Product: [C:49]([O:53][C:54]([N:56]1[CH2:61][CH:60]2[CH2:62][CH:57]1[CH2:58][N:59]2[C:25](=[O:27])[CH2:24][NH:23][C:21]([C:18]1[CH:17]=[C:16]([C:10]2[CH:11]=[CH:12][CH:13]=[CH:14][CH:15]=2)[NH:20][N:19]=1)=[O:22])=[O:55])([CH3:52])([CH3:50])[CH3:51]. The catalyst class is: 18. (5) Reactant: [C:1]([O:5][C:6]([N:8]1[CH2:13][CH2:12][CH:11]([O:14][C:15]2[CH:20]=[CH:19][C:18]([NH:21][CH2:22]/[CH:23]=[CH:24]/[C:25]3[CH:26]=[C:27]([CH:30]=[CH:31][CH:32]=3)[C:28]#[N:29])=[CH:17][CH:16]=2)[CH2:10][CH2:9]1)=[O:7])([CH3:4])([CH3:3])[CH3:2].[C:33](O)(=O)[CH3:34].[C:37]([BH3-])#N.[Na+].O. Product: [C:1]([O:5][C:6]([N:8]1[CH2:13][CH2:12][CH:11]([O:14][C:15]2[CH:20]=[CH:19][C:18]([N:21]([CH2:22]/[CH:23]=[CH:24]/[C:25]3[CH:26]=[C:27]([CH:30]=[CH:31][CH:32]=3)[C:28]#[N:29])[CH:33]([CH3:34])[CH3:37])=[CH:17][CH:16]=2)[CH2:10][CH2:9]1)=[O:7])([CH3:4])([CH3:2])[CH3:3]. The catalyst class is: 21.